From a dataset of Reaction yield outcomes from USPTO patents with 853,638 reactions. Predict the reaction yield, written as a fraction of the theoretical maximum amount of product (1.0 means a 100% yield; for example, 0.34 means a 34% yield). (1) The reactants are [Si]([O:8][CH2:9][CH2:10][N:11]([S:34]([CH3:37])(=[O:36])=[O:35])[C:12]1[C:13]([O:32][CH3:33])=[CH:14][C:15]2[C:19]([CH:20]=1)=[N:18][N:17]([C:21]1[CH:26]=[CH:25][C:24]([F:27])=[CH:23][CH:22]=1)[C:16]=2[C:28]([NH:30][CH3:31])=[O:29])(C(C)(C)C)(C)C.[F-].[NH4+].O. The catalyst is CO. The product is [F:27][C:24]1[CH:25]=[CH:26][C:21]([N:17]2[C:16]([C:28]([NH:30][CH3:31])=[O:29])=[C:15]3[C:19]([CH:20]=[C:12]([N:11]([CH2:10][CH2:9][OH:8])[S:34]([CH3:37])(=[O:35])=[O:36])[C:13]([O:32][CH3:33])=[CH:14]3)=[N:18]2)=[CH:22][CH:23]=1. The yield is 0.330. (2) The catalyst is CN(C=O)C. The yield is 0.238. The product is [CH3:7][N:8]([CH2:3][O:2][CH3:1])[C:9]([N:11]1[C:15]([CH3:16])=[CH:14][C:13]([O:17][C:18]2[C:23]([Cl:24])=[CH:22][C:21]([C:25]([F:27])([F:28])[F:26])=[CH:20][N:19]=2)=[N:12]1)=[O:10]. The reactants are [CH3:1][O:2][CH2:3]Cl.[H-].[Na+].[CH3:7][NH:8][C:9]([N:11]1[C:15]([CH3:16])=[CH:14][C:13]([O:17][C:18]2[C:23]([Cl:24])=[CH:22][C:21]([C:25]([F:28])([F:27])[F:26])=[CH:20][N:19]=2)=[N:12]1)=[O:10].O.